From a dataset of Reaction yield outcomes from USPTO patents with 853,638 reactions. Predict the reaction yield, written as a fraction of the theoretical maximum amount of product (1.0 means a 100% yield; for example, 0.34 means a 34% yield). (1) The reactants are [C:1]([O:5][C:6]([NH:8][CH:9]([CH:13]([O:16][C:17]1[CH:22]=[CH:21][CH:20]=[CH:19][C:18]=1[N+:23]([O-])=O)[CH2:14][CH3:15])[C:10]([OH:12])=[O:11])=[O:7])([CH3:4])([CH3:3])[CH3:2]. The catalyst is CO.[Pd]. The product is [NH2:23][C:18]1[CH:19]=[CH:20][CH:21]=[CH:22][C:17]=1[O:16][CH:13]([CH2:14][CH3:15])[CH:9]([NH:8][C:6]([O:5][C:1]([CH3:3])([CH3:4])[CH3:2])=[O:7])[C:10]([OH:12])=[O:11]. The yield is 0.950. (2) The reactants are [F:1][C:2]1[CH:7]=[C:6]([F:8])[C:5]([CH3:9])=[CH:4][C:3]=1I.[Li]CCCC.[B:16](OC)([O:19]C)[O:17]C. The catalyst is C1COCC1. The product is [F:1][C:2]1[CH:7]=[C:6]([F:8])[C:5]([CH3:9])=[CH:4][C:3]=1[B:16]([OH:19])[OH:17]. The yield is 0.880. (3) The reactants are [F:1][C:2]1[CH:3]=[C:4]([C:9](=[O:11])[CH3:10])[CH:5]=[CH:6][C:7]=1[F:8].[CH3:12][N:13]([CH:15](OC)OC)[CH3:14]. No catalyst specified. The product is [F:1][C:2]1[CH:3]=[C:4]([C:9](=[O:11])/[CH:10]=[CH:12]/[N:13]([CH3:15])[CH3:14])[CH:5]=[CH:6][C:7]=1[F:8]. The yield is 0.840. (4) The reactants are C(O)[C@H]1O[C@H](O[C@]2(CO)O[C@H](CO)[C@@H](O)[C@@H]2O)[C@H](O)[C@@H](O)[C@@H]1O.P([O-])([O-])(O)=O.[K+].[K+].P([O-])(O)(O)=O.[K+].NC1C=CC(C(O)=O)=CC=1.P([O-])([O-])([O-])=O.[Na+].[Na+].[Na+].Cl.[CH3:56][NH:57][CH:58]([CH3:67])[C:59]([C:61]1[CH:66]=[CH:65][CH:64]=[CH:63][CH:62]=1)=[O:60].O=C[C@@H]([C@H]([C@@H]([C@@H](CO)O)O)O)O. No catalyst specified. The product is [CH3:67][C@H:58]([NH:57][CH3:56])[C@@H:59]([OH:60])[C:61]1[CH:66]=[CH:65][CH:64]=[CH:63][CH:62]=1. The yield is 0.0700.